This data is from Catalyst prediction with 721,799 reactions and 888 catalyst types from USPTO. The task is: Predict which catalyst facilitates the given reaction. (1) Reactant: [I:1][C:2]1[CH:3]=[C:4]([CH:7]=[CH:8][CH:9]=1)[CH2:5][NH2:6].C(N(CC)CC)C.[Cl:17][C:18]1[N:26]=[C:25]2[C:21]([N:22]=[CH:23][N:24]2[C@@H:27]2[CH2:31][C@H:30]([N:32]3[N:36]=[CH:35][CH:34]=[N:33]3)[C@@H:29]([OH:37])[C@H:28]2[OH:38])=[C:20](Cl)[N:19]=1. Product: [Cl:17][C:18]1[N:26]=[C:25]2[C:21]([N:22]=[CH:23][N:24]2[C@@H:27]2[CH2:31][C@H:30]([N:32]3[N:36]=[CH:35][CH:34]=[N:33]3)[C@@H:29]([OH:37])[C@H:28]2[OH:38])=[C:20]([NH:6][CH2:5][C:4]2[CH:7]=[CH:8][CH:9]=[C:2]([I:1])[CH:3]=2)[N:19]=1. The catalyst class is: 4. (2) Reactant: [O:1]=[C:2]1[C:7]([C:8]([OH:10])=O)=[CH:6][CH:5]=[CH:4][N:3]1[CH2:11][C:12]1[CH:17]=[CH:16][CH:15]=[C:14]([C:18]([F:21])([F:20])[F:19])[CH:13]=1.Cl.[NH2:23][C@@H:24]([CH2:29][CH2:30][CH2:31][NH:32][C:33]([O:35][C:36]([CH3:39])([CH3:38])[CH3:37])=[O:34])[C:25]([O:27][CH3:28])=[O:26].CN(C(ON1N=NC2C=CC=CC1=2)=[N+](C)C)C.F[P-](F)(F)(F)(F)F. Product: [C:36]([O:35][C:33]([NH:32][CH2:31][CH2:30][CH2:29][C@H:24]([NH:23][C:8]([C:7]1[C:2](=[O:1])[N:3]([CH2:11][C:12]2[CH:17]=[CH:16][CH:15]=[C:14]([C:18]([F:21])([F:20])[F:19])[CH:13]=2)[CH:4]=[CH:5][CH:6]=1)=[O:10])[C:25]([O:27][CH3:28])=[O:26])=[O:34])([CH3:38])([CH3:39])[CH3:37]. The catalyst class is: 66. (3) Reactant: C1N=CN(C(N2C=NC=C2)=O)C=1.[O:13]1[CH2:18][CH2:17][CH:16]([C:19]([OH:21])=O)[CH2:15][CH2:14]1.[Cl:22][C:23]1[C:36]([CH2:37][N:38]2[CH2:42][CH2:41][CH2:40][CH2:39]2)=[C:35]([Cl:43])[CH:34]=[CH:33][C:24]=1[O:25][C@H:26]1[CH2:29][C@H:28]([CH2:30][NH:31][CH3:32])[CH2:27]1. Product: [ClH:22].[Cl:22][C:23]1[C:36]([CH2:37][N:38]2[CH2:42][CH2:41][CH2:40][CH2:39]2)=[C:35]([Cl:43])[CH:34]=[CH:33][C:24]=1[O:25][C@H:26]1[CH2:29][C@H:28]([CH2:30][N:31]([CH3:32])[C:19]([CH:16]2[CH2:15][CH2:14][O:13][CH2:18][CH2:17]2)=[O:21])[CH2:27]1. The catalyst class is: 1. (4) Reactant: [NH:1]1[CH:5]=[C:4]([CH2:6][CH2:7][CH2:8][CH2:9][CH2:10][C:11]([NH:13][CH:14]2[CH2:19][CH2:18][N:17](C(OC(C)(C)C)=O)[CH2:16][CH2:15]2)=[O:12])[N:3]=[N:2]1.Cl. Product: [NH:17]1[CH2:16][CH2:15][CH:14]([NH:13][C:11](=[O:12])[CH2:10][CH2:9][CH2:8][CH2:7][CH2:6][C:4]2[N:3]=[N:2][NH:1][CH:5]=2)[CH2:19][CH2:18]1. The catalyst class is: 12. (5) Reactant: COCCN(S(F)(F)[F:11])CCOC.[CH3:14][O:15][C:16]([C@@:18]12[CH2:24][CH2:23][C@:22]1([CH2:25]O)[CH2:21][N:20]([C@@H:27]([C:29]1[CH:34]=[CH:33][CH:32]=[CH:31][CH:30]=1)[CH3:28])[C:19]2=[O:35])=[O:17].C(=O)(O)[O-].[Na+].C(OCC)(=O)C. Product: [CH3:14][O:15][C:16]([C@@:18]12[CH2:24][CH2:23][C@:22]1([CH2:25][F:11])[CH2:21][N:20]([C@@H:27]([C:29]1[CH:34]=[CH:33][CH:32]=[CH:31][CH:30]=1)[CH3:28])[C:19]2=[O:35])=[O:17]. The catalyst class is: 46.